Task: Regression. Given two drug SMILES strings and cell line genomic features, predict the synergy score measuring deviation from expected non-interaction effect.. Dataset: NCI-60 drug combinations with 297,098 pairs across 59 cell lines Drug 1: CN1CCC(CC1)COC2=C(C=C3C(=C2)N=CN=C3NC4=C(C=C(C=C4)Br)F)OC. Drug 2: C1=NC2=C(N=C(N=C2N1C3C(C(C(O3)CO)O)O)F)N. Cell line: SK-MEL-2. Synergy scores: CSS=-2.49, Synergy_ZIP=-2.45, Synergy_Bliss=-8.54, Synergy_Loewe=-11.4, Synergy_HSA=-11.6.